From a dataset of Catalyst prediction with 721,799 reactions and 888 catalyst types from USPTO. Predict which catalyst facilitates the given reaction. (1) Reactant: [Cl:1][CH2:2][CH2:3][CH2:4][O:5][CH2:6][CH2:7][C:8]1[CH:13]=[CH:12][C:11]([OH:14])=[CH:10][CH:9]=1.C(N(CC)CC)C.[CH3:22][C:23]([CH3:28])([CH3:27])[C:24](Cl)=[O:25].O. Product: [Cl:1][CH2:2][CH2:3][CH2:4][O:5][CH2:6][CH2:7][C:8]1[CH:9]=[CH:10][C:11]([O:14][C:24](=[O:25])[C:23]([CH3:28])([CH3:27])[CH3:22])=[CH:12][CH:13]=1. The catalyst class is: 4. (2) Reactant: [OH:1][C:2]1[CH:13]=[C:12]([O:14][CH2:15][C:16](=O)[C:17]2[CH:26]=[CH:25][C:24]3[C:23]([CH3:28])([CH3:27])[CH2:22][CH2:21][C:20]([CH3:30])([CH3:29])[C:19]=3[CH:18]=2)[CH:11]=[CH:10][C:3]=1[C:4]([O:6][CH:7]([CH3:9])[CH3:8])=[O:5].Cl.[NH2:33][OH:34]. Product: [OH:1][C:2]1[CH:13]=[C:12]([O:14][CH2:15][C:16](=[N:33][OH:34])[C:17]2[CH:26]=[CH:25][C:24]3[C:23]([CH3:28])([CH3:27])[CH2:22][CH2:21][C:20]([CH3:30])([CH3:29])[C:19]=3[CH:18]=2)[CH:11]=[CH:10][C:3]=1[C:4]([O:6][CH:7]([CH3:9])[CH3:8])=[O:5]. The catalyst class is: 17. (3) Reactant: [CH:1]1([C:4]2[CH:10]=[CH:9][CH:8]=[C:7]([CH3:11])[C:5]=2[O-:6])[CH2:3][CH2:2]1.[Na+].C1(=O)CCCCC1.[OH:20][C:21]1[CH:26]=[C:25]([Cl:27])[N:24]=[N:23][C:22]=1Cl.C1(C2C=CC=C(C)C=2O)CC1. The catalyst class is: 93. Product: [Cl:27][C:25]1[N:24]=[N:23][C:22]([O:6][C:5]2[C:7]([CH3:11])=[CH:8][CH:9]=[CH:10][C:4]=2[CH:1]2[CH2:3][CH2:2]2)=[C:21]([OH:20])[CH:26]=1. (4) Reactant: [Br:1][C:2]1[CH:25]=[CH:24][CH:23]=[CH:22][C:3]=1[CH2:4][S:5]([N:8]1[CH2:13][CH2:12][CH:11]([NH:14]C(=O)OC(C)(C)C)[CH2:10][CH2:9]1)(=[O:7])=[O:6]. Product: [Br:1][C:2]1[CH:25]=[CH:24][CH:23]=[CH:22][C:3]=1[CH2:4][S:5]([N:8]1[CH2:13][CH2:12][CH:11]([NH2:14])[CH2:10][CH2:9]1)(=[O:6])=[O:7]. The catalyst class is: 240. (5) Reactant: [CH2:1]([C@H:3]1[C@@H:7]([C:8]2[N:12]3[C:13]4[CH:19]=[CH:18][NH:17][C:14]=4[N:15]=[CH:16][C:11]3=[N:10][N:9]=2)[CH2:6][C:5](=O)[CH2:4]1)[CH3:2].Cl.[CH:22]1([CH2:25][O:26][NH2:27])[CH2:24][CH2:23]1. Product: [CH:22]1([CH2:25][O:26][N:27]=[C:5]2[CH2:6][C@H:7]([C:8]3[N:12]4[C:13]5[CH:19]=[CH:18][NH:17][C:14]=5[N:15]=[CH:16][C:11]4=[N:10][N:9]=3)[C@H:3]([CH2:1][CH3:2])[CH2:4]2)[CH2:24][CH2:23]1. The catalyst class is: 14. (6) Reactant: CCN(C(C)C)C(C)C.[F:10][C:11]1[CH:31]=[CH:30][C:14]([CH2:15][N:16]2[CH:21]=[C:20]([C:22]([O:24][CH3:25])=[O:23])[C:19](=[O:26])[C:18]([C:27](O)=[O:28])=[CH:17]2)=[CH:13][CH:12]=1.CCOC(C(C#N)=NOC(N1CCOCC1)=[N+](C)C)=O.F[P-](F)(F)(F)(F)F.[CH3:59][C@H:60]1[O:65][C@@H:64]([CH3:66])[CH2:63][NH:62][CH2:61]1.Cl. Product: [CH3:66][C@H:64]1[O:65][C@@H:60]([CH3:59])[CH2:61][N:62]([C:27]([C:18]2[C:19](=[O:26])[C:20]([C:22]([O:24][CH3:25])=[O:23])=[CH:21][N:16]([CH2:15][C:14]3[CH:30]=[CH:31][C:11]([F:10])=[CH:12][CH:13]=3)[CH:17]=2)=[O:28])[CH2:63]1. The catalyst class is: 3. (7) Reactant: [Cl:1][C:2]1[CH:17]=[CH:16][C:5]([C:6]2[C:11]([C:12](=O)[CH3:13])=[CH:10][C:9]([F:15])=[CH:8][CH:7]=2)=[CH:4][CH:3]=1.C([O:20][C:21]([C:23]1[CH:46]=[CH:45][C:26]2[N:27]([CH:39]3[CH2:44][CH2:43][CH2:42][CH2:41][CH2:40]3)[C:28]([C:30]3[CH:35]=[CH:34][C:33]([NH2:36])=[C:32]([CH:37]=O)[CH:31]=3)=[N:29][C:25]=2[CH:24]=1)=[O:22])C.[OH-].[K+].Cl. Product: [Cl:1][C:2]1[CH:17]=[CH:16][C:5]([C:6]2[C:11]([C:12]3[CH:13]=[CH:37][C:32]4[C:33](=[CH:34][CH:35]=[C:30]([C:28]5[N:27]([CH:39]6[CH2:40][CH2:41][CH2:42][CH2:43][CH2:44]6)[C:26]6[CH:45]=[CH:46][C:23]([C:21]([OH:22])=[O:20])=[CH:24][C:25]=6[N:29]=5)[CH:31]=4)[N:36]=3)=[CH:10][C:9]([F:15])=[CH:8][CH:7]=2)=[CH:4][CH:3]=1. The catalyst class is: 8.